Dataset: Catalyst prediction with 721,799 reactions and 888 catalyst types from USPTO. Task: Predict which catalyst facilitates the given reaction. (1) Reactant: C(OC([N:8]1[C:16]2[C:11](=[CH:12][CH:13]=[C:14](/[CH:17]=[CH:18]/[C:19](=[O:32])[CH2:20][C:21](=[O:31])/[CH:22]=[CH:23]/[C:24]3[CH:29]=[CH:28][C:27]([OH:30])=[CH:26][CH:25]=3)[CH:15]=2)[CH2:10][CH2:9]1)=O)(C)(C)C.C(OC(NC1C=CC(/C=C/C(=O)CC(=O)/C=C/C2C=CC(O)=CC=2)=CC=1)=O)(C)(C)C. Product: [OH:30][C:27]1[CH:28]=[CH:29][C:24](/[CH:23]=[CH:22]/[C:21](=[O:31])[CH2:20][C:19](=[O:32])/[CH:18]=[CH:17]/[C:14]2[CH:15]=[C:16]3[C:11]([CH2:10][CH2:9][NH:8]3)=[CH:12][CH:13]=2)=[CH:25][CH:26]=1. The catalyst class is: 147. (2) Reactant: C[O:2][C:3](=[O:29])[C:4]([CH3:28])([CH3:27])[CH2:5][CH2:6][CH2:7][CH:8]1[CH2:17][CH2:16][C:15]2[C:10](=[CH:11][C:12]([N:19]3[CH2:23][C:22](=[O:24])[NH:21][S:20]3(=[O:26])=[O:25])=[C:13]([OH:18])[CH:14]=2)[CH2:9]1.[OH-].[Na+]. Product: [OH:18][C:13]1[CH:14]=[C:15]2[C:10](=[CH:11][C:12]=1[N:19]1[CH2:23][C:22](=[O:24])[NH:21][S:20]1(=[O:26])=[O:25])[CH2:9][CH:8]([CH2:7][CH2:6][CH2:5][C:4]([CH3:28])([CH3:27])[C:3]([OH:29])=[O:2])[CH2:17][CH2:16]2. The catalyst class is: 87. (3) Reactant: [CH3:1][Mg]Br.[Cl:4][C:5]1[N:6]=[CH:7][N:8]([C:10]2[CH:15]=[CH:14][C:13]([NH:16][C:17]3[N:38]=[C:20]4[CH:21]([C:27]5[CH:32]=[CH:31][C:30]([O:33][C:34]([F:37])([F:36])[F:35])=[CH:29][CH:28]=5)[CH2:22][C:23](=[O:26])[CH2:24][CH2:25][N:19]4[N:18]=3)=[CH:12][C:11]=2[O:39][CH3:40])[CH:9]=1. Product: [Cl:4][C:5]1[N:6]=[CH:7][N:8]([C:10]2[CH:15]=[CH:14][C:13]([NH:16][C:17]3[N:38]=[C:20]4[C@@H:21]([C:27]5[CH:28]=[CH:29][C:30]([O:33][C:34]([F:37])([F:36])[F:35])=[CH:31][CH:32]=5)[CH2:22][C@@:23]([CH3:1])([OH:26])[CH2:24][CH2:25][N:19]4[N:18]=3)=[CH:12][C:11]=2[O:39][CH3:40])[CH:9]=1. The catalyst class is: 356. (4) Reactant: C([O:4][C@H:5]1[CH2:22][CH2:21][C@@:20]2([CH3:23])[C@@H:7]([CH2:8][CH2:9][C@:10]3([CH3:48])[C@@H:19]2[CH2:18][CH2:17][C@H:16]2[C@@:11]3([CH3:47])[CH2:12][CH2:13][C@@:14]3([C:31]([N:33]4[CH2:38][CH2:37][CH:36]([N:39]5[CH2:44][CH2:43][N:42]([CH2:45][CH3:46])[CH2:41][CH2:40]5)[CH2:35][CH2:34]4)=[O:32])[CH2:26][CH2:25][C@@H:24]([C:27]4([CH3:30])[CH2:29][CH2:28]4)[C@@H:15]32)[C:6]1([CH3:50])[CH3:49])(=O)C.CO. Product: [CH2:45]([N:42]1[CH2:43][CH2:44][N:39]([CH:36]2[CH2:35][CH2:34][N:33]([C:31]([C@:14]34[CH2:26][CH2:25][C@@H:24]([C:27]5([CH3:30])[CH2:28][CH2:29]5)[C@@H:15]3[C@@H:16]3[C@@:11]([CH3:47])([CH2:12][CH2:13]4)[C@@:10]4([CH3:48])[C@@H:19]([C@:20]5([CH3:23])[C@@H:7]([CH2:8][CH2:9]4)[C:6]([CH3:49])([CH3:50])[C@@H:5]([OH:4])[CH2:22][CH2:21]5)[CH2:18][CH2:17]3)=[O:32])[CH2:38][CH2:37]2)[CH2:40][CH2:41]1)[CH3:46]. The catalyst class is: 266. (5) Reactant: C[C@H]1[O:7][C@@H]2O[C@H]3[C@H](O)[C@@H](O)[C@@H](O[C@H]4[C@H](O)[C@@H](O)[C@@H](O[C@H]5[C@H](O)[C@@H](O)[C@@H](O[C@H]6[C@H](O)[C@@H](O)[C@@H](O[C@H]7[C@H](O)[C@@H](O)[C@@H](O[C@H]8[C@H](O)[C@@H](O)[C@@H](O[C@H]1[C@H](O)[C@H]2O)O[C@@H]8COCCCCS([O-])(=O)=O)O[C@@H]7CO)O[C@@H]6CO)O[C@@H]5CO)O[C@@H]4CO)O[C@@H]3CO.[Na+].[OH-].[Na+].[OH:88][NH:89][S:90]([C:93]1C=[CH:97][CH:96]=[C:95](S(C)(=O)=O)[CH:94]=1)(=[O:92])=[O:91]. Product: [OH:88][NH:89][S:90]([C:93]1[O:7][C:96]([CH3:97])=[CH:95][CH:94]=1)(=[O:92])=[O:91]. The catalyst class is: 6. (6) The catalyst class is: 2. Reactant: [CH3:1][C:2]1[C:6]([C:7]2[N:11]([C:12]3[CH:17]=[CH:16][C:15]([O:18]C)=[CH:14][CH:13]=3)[N:10]=[C:9]([CH2:20][CH2:21][CH3:22])[C:8]=2[C:23]#[N:24])=[C:5]([CH3:25])[O:4][N:3]=1.B(Br)(Br)Br.O. Product: [CH3:1][C:2]1[C:6]([C:7]2[N:11]([C:12]3[CH:13]=[CH:14][C:15]([OH:18])=[CH:16][CH:17]=3)[N:10]=[C:9]([CH2:20][CH2:21][CH3:22])[C:8]=2[C:23]#[N:24])=[C:5]([CH3:25])[O:4][N:3]=1. (7) Reactant: [CH3:1][O:2][C:3]1[CH:8]=[CH:7][NH:6][C:5](=[O:9])[C:4]=1[C:10]#[N:11].Br[CH2:13][CH:14]1[CH2:16][CH2:15]1.C(=O)([O-])[O-].[K+].[K+]. Product: [CH:14]1([CH2:13][N:6]2[CH:7]=[CH:8][C:3]([O:2][CH3:1])=[C:4]([C:10]#[N:11])[C:5]2=[O:9])[CH2:16][CH2:15]1. The catalyst class is: 10. (8) Reactant: [CH2:1]([N:3]([CH2:20][CH3:21])[CH2:4][CH2:5][N:6]1[CH2:12][CH2:11][CH2:10][C:9]2[NH:13][C:14]([CH:17]=O)=[C:15]([CH3:16])[C:8]=2[C:7]1=[O:19])[CH3:2].[F:22][C:23]1[CH:24]=[C:25]2[C:29](=[CH:30][CH:31]=1)[NH:28][C:27](=[O:32])[CH2:26]2.N1CCCCC1. Product: [CH2:1]([N:3]([CH2:20][CH3:21])[CH2:4][CH2:5][N:6]1[CH2:12][CH2:11][CH2:10][CH:9]2[NH:13][C:14](/[CH:17]=[C:26]3\[C:27](=[O:32])[NH:28][C:29]4[C:25]\3=[CH:24][C:23]([F:22])=[CH:31][CH:30]=4)=[C:15]([CH3:16])[CH:8]2[C:7]1=[O:19])[CH3:2]. The catalyst class is: 8. (9) Reactant: [C:1]([OH:8])(=[O:7])[CH2:2][CH2:3][CH2:4][C:5]#[CH:6].C1O[C:13]([OH:17])([CH2:15]O)[CH2:12][O:11][C:10]1([OH:20])[CH2:18]O.[CH2:21]1[CH2:26]CC(N=C=N[CH:21]2[CH2:26]CC[CH2:23][CH2:22]2)[CH2:23][CH2:22]1. Product: [C:1]([O:8][CH2:15][C:13](=[O:17])[CH2:12][O:11][C:10](=[O:20])[CH2:18][CH2:23][CH2:22][C:21]#[CH:26])(=[O:7])[CH2:2][CH2:3][CH2:4][C:5]#[CH:6]. The catalyst class is: 79. (10) Reactant: [CH2:1](Br)[C:2]1[CH:7]=[CH:6][CH:5]=[CH:4][CH:3]=1.[Cl:9][C:10]1[S:11][C:12]2[CH:18]=[C:17]([OH:19])[CH:16]=[CH:15][C:13]=2[N:14]=1.C(=O)([O-])[O-].[Cs+].[Cs+]. Product: [CH2:1]([O:19][C:17]1[CH:16]=[CH:15][C:13]2[N:14]=[C:10]([Cl:9])[S:11][C:12]=2[CH:18]=1)[C:2]1[CH:7]=[CH:6][CH:5]=[CH:4][CH:3]=1. The catalyst class is: 210.